The task is: Predict the reactants needed to synthesize the given product.. This data is from Full USPTO retrosynthesis dataset with 1.9M reactions from patents (1976-2016). (1) The reactants are: [CH3:1][O:2][C:3]1[C:4]([CH3:20])=[C:5]2[C:10](=[C:11]([CH3:15])[C:12]=1[O:13][CH3:14])[CH:9](CC(N)=O)[NH:8][CH2:7][CH2:6]2.[OH-].[Na+]. Given the product [CH3:1][O:2][C:3]1[C:4]([CH3:20])=[C:5]2[C:10](=[C:11]([CH3:15])[C:12]=1[O:13][CH3:14])[CH2:9][NH:8][CH2:7][CH2:6]2, predict the reactants needed to synthesize it. (2) Given the product [N:16]1[CH:17]=[CH:18][CH:19]=[C:14]([N:12]2[CH:13]=[C:9]([C:22]3[N:27]=[C:26]([S:28]([NH2:31])(=[O:30])=[O:29])[CH:25]=[CH:24][CH:23]=3)[CH:10]=[N:11]2)[CH:15]=1, predict the reactants needed to synthesize it. The reactants are: CC1(C)C(C)(C)OB([C:9]2[CH:10]=[N:11][N:12]([C:14]3[CH:15]=[N:16][CH:17]=[CH:18][CH:19]=3)[CH:13]=2)O1.Br[C:22]1[N:27]=[C:26]([S:28]([NH2:31])(=[O:30])=[O:29])[CH:25]=[CH:24][CH:23]=1. (3) Given the product [C:15]([O:19][C:20]([N:22]1[CH2:26][C@@H:25]([CH2:27][N:28]([CH:45]([CH3:46])[CH3:47])[C:29](=[O:44])[C:30]2[CH:35]=[CH:34][C:33]([O:36][CH3:37])=[C:32]([O:38][CH2:39][CH2:40][CH2:41][O:42][CH3:43])[CH:31]=2)[C@H:24]([O:48][C:9](=[O:10])[NH:8][CH2:1][C:2]2[CH:7]=[CH:6][CH:5]=[CH:4][CH:3]=2)[CH2:23]1)=[O:21])([CH3:17])([CH3:18])[CH3:16], predict the reactants needed to synthesize it. The reactants are: [CH2:1]([N:8]=[C:9]=[O:10])[C:2]1[CH:7]=[CH:6][CH:5]=[CH:4][CH:3]=1.[Al+3].[Cl-].[Cl-].[Cl-].[C:15]([O:19][C:20]([N:22]1[CH2:26][C@@H:25]([CH2:27][N:28]([CH:45]([CH3:47])[CH3:46])[C:29](=[O:44])[C:30]2[CH:35]=[CH:34][C:33]([O:36][CH3:37])=[C:32]([O:38][CH2:39][CH2:40][CH2:41][O:42][CH3:43])[CH:31]=2)[C@H:24]([OH:48])[CH2:23]1)=[O:21])([CH3:18])([CH3:17])[CH3:16].C([O-])(O)=O.[Na+].